This data is from Reaction yield outcomes from USPTO patents with 853,638 reactions. The task is: Predict the reaction yield, written as a fraction of the theoretical maximum amount of product (1.0 means a 100% yield; for example, 0.34 means a 34% yield). The reactants are [NH2:1][C:2](=[O:14])[CH2:3][O:4][C:5]1[C:9]([Br:10])=[CH:8][S:7][C:6]=1[C:11](O)=[O:12].ON1C2C=CC=CC=2N=N1.Cl.C(N=C=NCCCN(C)C)C. The yield is 0.822. The product is [Br:10][C:9]1[C:5]2[O:4][CH2:3][C:2](=[O:14])[NH:1][C:11](=[O:12])[C:6]=2[S:7][CH:8]=1. The catalyst is CN(C=O)C.